From a dataset of Forward reaction prediction with 1.9M reactions from USPTO patents (1976-2016). Predict the product of the given reaction. (1) The product is: [Cl:19][C:20]1[CH:21]=[C:22]2[C:26](=[CH:27][CH:28]=1)[NH:25][CH:24]=[C:23]2[CH2:29][CH2:30][NH:31][C:7](=[O:9])[C:6]1[CH:5]=[CH:4][C:3]([NH:2][C:12]2[CH:13]=[CH:14][CH:15]=[CH:16][CH:17]=2)=[CH:11][CH:10]=1. Given the reactants C[N:2]([C:12]1[CH:17]=[CH:16][CH:15]=[CH:14][CH:13]=1)[C:3]1[CH:11]=[CH:10][C:6]([C:7]([OH:9])=O)=[CH:5][CH:4]=1.Cl.[Cl:19][C:20]1[CH:21]=[C:22]2[C:26](=[CH:27][CH:28]=1)[NH:25][CH:24]=[C:23]2[CH2:29][CH2:30][NH2:31].CN(C(ON1N=NC2C=CC=NC1=2)=[N+](C)C)C.F[P-](F)(F)(F)(F)F.C(N(CC)C(C)C)(C)C, predict the reaction product. (2) Given the reactants Cl[C:2]1[CH:7]=[C:6]([C:8]2[CH2:13][CH2:12][CH2:11][CH2:10][C:9]=2[OH:14])[N:5]=[C:4]([C:15]([O:17][CH2:18][CH3:19])=[O:16])[CH:3]=1, predict the reaction product. The product is: [OH:14][C:9]1[CH2:10][CH2:11][CH2:12][CH2:13][C:8]=1[C:6]1[N:5]=[C:4]([C:15]([O:17][CH2:18][CH3:19])=[O:16])[CH:3]=[CH:2][CH:7]=1.